Dataset: Serine/threonine kinase 33 screen with 319,792 compounds. Task: Binary Classification. Given a drug SMILES string, predict its activity (active/inactive) in a high-throughput screening assay against a specified biological target. (1) The molecule is [nH]1c2c(nc1N\N=C\C(=C/c1ccccc1)C)cccc2. The result is 0 (inactive). (2) The compound is O=C(N1CCCCC1)C(NC(=O)N1CCn2c1nc1c2cccc1)C(C)C. The result is 0 (inactive).